This data is from Full USPTO retrosynthesis dataset with 1.9M reactions from patents (1976-2016). The task is: Predict the reactants needed to synthesize the given product. (1) Given the product [OH:19][C:14]1[CH:15]=[C:16]2[C:11](=[CH:12][C:13]=1[N:20]1[CH2:24][C:23](=[O:25])[NH:22][S:21]1(=[O:27])=[O:26])[CH:10]=[C:9]([CH2:8][CH2:7][CH2:6][CH2:5][C:4]([OH:28])=[O:3])[CH:18]=[CH:17]2, predict the reactants needed to synthesize it. The reactants are: C([O:3][C:4](=[O:28])[CH2:5][CH2:6][CH2:7][CH2:8][C:9]1[CH:18]=[CH:17][C:16]2[C:11](=[CH:12][C:13]([N:20]3[CH2:24][C:23](=[O:25])[NH:22][S:21]3(=[O:27])=[O:26])=[C:14]([OH:19])[CH:15]=2)[CH:10]=1)C.[OH-].[K+]. (2) The reactants are: [CH:1]1([NH:7][C:8]([C:10]2[C:19]3[C:14](=[CH:15][CH:16]=[CH:17][CH:18]=3)[C:13]([S:20](=[O:29])(=[O:28])[NH:21][CH:22]3[CH2:27][CH2:26][NH:25][CH2:24][CH2:23]3)=[CH:12][CH:11]=2)=[O:9])[CH2:6][CH2:5][CH2:4][CH2:3][CH2:2]1.[C:30](Cl)(=[O:34])[CH2:31][CH2:32][CH3:33].ClC(OCC)=O. Given the product [C:1]1([NH:7][C:8]([C:10]2[C:19]3[C:14](=[CH:15][CH:16]=[CH:17][CH:18]=3)[C:13]([S:20](=[O:29])(=[O:28])[NH:21][CH:22]3[CH2:23][CH2:24][N:25]([C:30](=[O:34])[CH2:31][CH2:32][CH3:33])[CH2:26][CH2:27]3)=[CH:12][CH:11]=2)=[O:9])[CH:6]=[CH:5][CH:4]=[CH:3][CH:2]=1, predict the reactants needed to synthesize it. (3) Given the product [NH:1]1[C:9]2[C:4](=[CH:5][C:6]([NH:10][C:11]34[CH2:16][CH2:15][CH:14]([CH2:17][CH2:18]3)[N:13]([CH2:26][C:25]3[CH:28]=[CH:29][C:30]([CH3:31])=[C:23]([CH:24]=3)[O:22][CH2:21][CH2:20][OH:19])[CH2:12]4)=[CH:7][CH:8]=2)[CH:3]=[N:2]1, predict the reactants needed to synthesize it. The reactants are: [NH:1]1[C:9]2[C:4](=[CH:5][C:6]([NH:10][C:11]34[CH2:18][CH2:17][CH:14]([CH2:15][CH2:16]3)[NH:13][CH2:12]4)=[CH:7][CH:8]=2)[CH:3]=[N:2]1.[OH:19][CH2:20][CH2:21][O:22][C:23]1[CH:24]=[C:25]([CH:28]=[CH:29][C:30]=1[CH3:31])[CH:26]=O.